From a dataset of Reaction yield outcomes from USPTO patents with 853,638 reactions. Predict the reaction yield, written as a fraction of the theoretical maximum amount of product (1.0 means a 100% yield; for example, 0.34 means a 34% yield). (1) The catalyst is FC(F)(F)C(O)=O. The product is [Cl:1][C:2]1[CH:3]=[CH:4][C:5]([C:6]([NH:8][C:9]2[C:10]([NH:24][C:25]([O:27][CH:28]([CH:35]3[CH2:40][CH2:39][NH:38][CH2:37][CH2:36]3)[C:29]3[CH:30]=[CH:31][N:32]=[CH:33][CH:34]=3)=[O:26])=[CH:11][C:12]([NH2:15])=[CH:13][CH:14]=2)=[O:7])=[CH:41][CH:42]=1. The yield is 0.890. The reactants are [Cl:1][C:2]1[CH:42]=[CH:41][C:5]([C:6]([NH:8][C:9]2[C:10]([NH:24][C:25]([O:27][CH:28]([CH:35]3[CH2:40][CH2:39][NH:38][CH2:37][CH2:36]3)[C:29]3[CH:34]=[CH:33][N:32]=[CH:31][CH:30]=3)=[O:26])=[CH:11][C:12]([NH:15]NC(OC(C)(C)C)=O)=[CH:13][CH:14]=2)=[O:7])=[CH:4][CH:3]=1. (2) The reactants are CC1C=CC(S(OCC2CC3C=CC=C(C4C=C(C(F)(F)F)C=C(C(F)(F)F)C=4)C=3O2)(=O)=O)=CC=1.[N-]=[N+]=[N-].[Na+].N(CC1CC2C=C(Cl)C=C(C3C=CSC=3)C=2O1)=[N+]=[N-].[N:59]([CH2:62][CH:63]1[CH2:67][C:66]2[CH:68]=[CH:69][CH:70]=[C:71]([C:72]3[CH:77]=[C:76]([C:78]([F:81])([F:80])[F:79])[CH:75]=[C:74]([C:82]([F:85])([F:84])[F:83])[CH:73]=3)[C:65]=2[O:64]1)=[N+]=[N-].[N-]=[N+]=[N-]. The catalyst is [Pd]. The product is [F:80][C:78]([F:79])([F:81])[C:76]1[CH:77]=[C:72]([C:71]2[C:65]3[O:64][CH:63]([CH2:62][NH2:59])[CH2:67][C:66]=3[CH:68]=[CH:69][CH:70]=2)[CH:73]=[C:74]([C:82]([F:83])([F:84])[F:85])[CH:75]=1. The yield is 0.470. (3) The reactants are [NH2:1][C:2]1[CH:10]=[CH:9][C:8]([Br:11])=[CH:7][C:3]=1[C:4]([OH:6])=O.O=S(Cl)Cl.[Cl:16][C:17]1[CH:23]=[CH:22][CH:21]=[CH:20][C:18]=1[NH2:19].C(Cl)(Cl)Cl. The catalyst is C1C=CC=CC=1. The product is [NH2:1][C:2]1[CH:10]=[CH:9][C:8]([Br:11])=[CH:7][C:3]=1[C:4]([NH:19][C:18]1[CH:20]=[CH:21][CH:22]=[CH:23][C:17]=1[Cl:16])=[O:6]. The yield is 0.200. (4) The yield is 0.500. The reactants are [CH3:1][O:2][C:3]1[C:12]([C:13]([O:15]CC)=[O:14])=[C:11]([O:18][CH3:19])[C:10]2[C:5](=[CH:6][CH:7]=[CH:8][CH:9]=2)[N:4]=1.Cl. The catalyst is [OH-].[Na+]. The product is [CH3:1][O:2][C:3]1[C:12]([C:13]([OH:15])=[O:14])=[C:11]([O:18][CH3:19])[C:10]2[C:5](=[CH:6][CH:7]=[CH:8][CH:9]=2)[N:4]=1. (5) The yield is 0.510. The product is [CH2:1]([O:3][C:4](=[O:36])[CH:5]([NH:29][C:30]([O:32][CH2:33][CH:34]=[CH2:35])=[O:31])[CH2:6][C:7]1[O:11][N:10]=[C:9]([CH:12]2[CH2:16][CH2:15][CH2:14][N:13]2[C:17](=[O:28])[CH2:18][C:19]2[CH:20]=[CH:21][C:22]([NH2:25])=[CH:23][CH:24]=2)[CH:8]=1)[CH3:2]. The reactants are [CH2:1]([O:3][C:4](=[O:36])[CH:5]([NH:29][C:30]([O:32][CH2:33][CH:34]=[CH2:35])=[O:31])[CH2:6][C:7]1[O:11][N:10]=[C:9]([CH:12]2[CH2:16][CH2:15][CH2:14][N:13]2[C:17](=[O:28])[CH2:18][C:19]2[CH:24]=[CH:23][C:22]([N+:25]([O-])=O)=[CH:21][CH:20]=2)[CH:8]=1)[CH3:2].Cl.[OH-].[Na+]. The catalyst is C(O)C.O.[Fe]. (6) The reactants are C([C:4]1[CH:5]=[CH:6][C:7]([O:12][CH2:13][CH2:14][CH3:15])=[C:8]([CH:11]=1)[C:9]#[N:10])(=O)C.S(OOS([O-])(=O)=O)([O-])(=O)=[O:17].[NH4+].[NH4+].S(=O)(=O)(O)O. The catalyst is C(O)(=O)C. The product is [OH:17][C:4]1[CH:5]=[CH:6][C:7]([O:12][CH2:13][CH2:14][CH3:15])=[C:8]([CH:11]=1)[C:9]#[N:10]. The yield is 0.730.